This data is from Forward reaction prediction with 1.9M reactions from USPTO patents (1976-2016). The task is: Predict the product of the given reaction. (1) The product is: [NH2:63][C:64]1[CH2:65][C:66]([C:86]([N:87]([CH2:91][CH2:92][CH2:93][OH:94])[CH2:88][CH2:89][CH3:90])=[O:102])=[CH:67][C:68]2[CH:74]=[CH:73][C:72]([C:75]3[CH:76]=[C:77]4[C:78](=[CH:84][CH:85]=3)[C:79](=[O:80])[O:81][CH2:82]4)=[CH:71][C:69]=2[N:70]=1.[C:56]([O:60][C:61]([NH:63][C:64]1[CH2:65][C:66]([C:86](=[O:102])[N:87]([CH2:91][CH2:92][CH2:93][O:94][Si:95]([C:98]([CH3:99])([CH3:101])[CH3:100])([CH3:96])[CH3:97])[CH2:88][CH2:89][CH3:90])=[CH:67][C:68]2[CH:74]=[CH:73][C:72]([C:75]3[CH:85]=[CH:84][C:78]([C:79]([O:81][CH2:82][CH3:83])=[O:80])=[CH:77][CH:76]=3)=[CH:71][C:69]=2[N:70]=1)=[O:62])([CH3:57])([CH3:58])[CH3:59]. Given the reactants C(OC(C1C=CC(B(O)O)=CC=1)=O)C.NC1CC(C(N(CCC)CCC)=O)=CC2C=CC(Br)=CC=2N=1.COC(C1C=CC(B(O)O)=CC=1)=O.C(=O)([O-])[O-].[K+].[K+].[C:56]([O:60][C:61]([NH:63][C:64]1[CH2:65][C:66]([C:86](=[O:102])[N:87]([CH2:91][CH2:92][CH2:93][O:94][Si:95]([C:98]([CH3:101])([CH3:100])[CH3:99])([CH3:97])[CH3:96])[CH2:88][CH2:89][CH3:90])=[CH:67][C:68]2[CH:74]=[CH:73][C:72]([C:75]3[CH:85]=[CH:84][C:78]([C:79]([O:81][CH2:82][CH3:83])=[O:80])=[CH:77][CH:76]=3)=[CH:71][C:69]=2[N:70]=1)=[O:62])([CH3:59])([CH3:58])[CH3:57], predict the reaction product. (2) Given the reactants C[O:2][C:3](=[O:29])[C:4]1[CH:9]=[CH:8][C:7]([CH:10]=[C:11]2[C:20]3[C:15](=[CH:16][C:17]4[C:24]([CH3:26])([CH3:25])[CH2:23][CH2:22][C:21]([CH3:28])([CH3:27])[C:18]=4[CH:19]=3)[O:14][CH2:13][CH2:12]2)=[CH:6][CH:5]=1.Cl, predict the reaction product. The product is: [CH3:27][C:21]1([CH3:28])[C:18]2[CH:19]=[C:20]3[C:15](=[CH:16][C:17]=2[C:24]([CH3:26])([CH3:25])[CH2:23][CH2:22]1)[O:14][CH2:13][CH:12]=[C:11]3[CH2:10][C:7]1[CH:8]=[CH:9][C:4]([C:3]([OH:29])=[O:2])=[CH:5][CH:6]=1. (3) Given the reactants [CH3:1][O:2][C:3](=[O:29])[C:4]1[CH:9]=[C:8]([NH:10][C:11]2[CH:16]=[CH:15][C:14]([Cl:17])=[CH:13][CH:12]=2)[CH:7]=[CH:6][C:5]=1[C:18](=[O:28])[C:19]1[CH:24]=[CH:23][C:22]([N+:25]([O-])=O)=[CH:21][CH:20]=1.O, predict the reaction product. The product is: [CH3:1][O:2][C:3](=[O:29])[C:4]1[CH:9]=[C:8]([NH:10][C:11]2[CH:12]=[CH:13][C:14]([Cl:17])=[CH:15][CH:16]=2)[CH:7]=[CH:6][C:5]=1[C:18](=[O:28])[C:19]1[CH:24]=[CH:23][C:22]([NH2:25])=[CH:21][CH:20]=1. (4) The product is: [Cl:1][C:2]1[N:7]=[CH:6][C:5]([NH:8][C:9](=[O:15])[O:10][C:11]([CH3:12])([CH3:14])[CH3:13])=[C:4]([I:21])[CH:3]=1. Given the reactants [Cl:1][C:2]1[N:7]=[CH:6][C:5]([NH:8][C:9](=[O:15])[O:10][C:11]([CH3:14])([CH3:13])[CH3:12])=[CH:4][CH:3]=1.[Li]CCCC.[I:21]I.O, predict the reaction product. (5) Given the reactants [S:1]([N:11]1[C:19]2[C:14](=[CH:15][CH:16]=[CH:17][CH:18]=2)[C:13]([CH2:20][N:21]2[CH2:26][CH2:25][CH2:24][C:23]3([CH2:31][CH2:30][NH:29][CH2:28][CH2:27]3)[C:22]2=[O:32])=[CH:12]1)([C:4]1[CH:10]=[CH:9][C:7]([CH3:8])=[CH:6][CH:5]=1)(=[O:3])=[O:2].[CH3:33][C:34]1[O:38][C:37](=[O:39])[NH:36][N:35]=1, predict the reaction product. The product is: [C:34]([NH:35][NH:36][C:37]([N:29]1[CH2:30][CH2:31][C:23]2([C:22](=[O:32])[N:21]([CH2:20][C:13]3[C:14]4[C:19](=[CH:18][CH:17]=[CH:16][CH:15]=4)[N:11]([S:1]([C:4]4[CH:10]=[CH:9][C:7]([CH3:8])=[CH:6][CH:5]=4)(=[O:2])=[O:3])[CH:12]=3)[CH2:26][CH2:25][CH2:24]2)[CH2:27][CH2:28]1)=[O:39])(=[O:38])[CH3:33]. (6) The product is: [Br:1][C:2]1[CH:10]=[CH:9][CH:8]=[C:7]2[C:3]=1[C:4]([CH:11]([CH3:14])[C:12]([OH:20])=[O:15])=[CH:5][NH:6]2. Given the reactants [Br:1][C:2]1[CH:10]=[CH:9][CH:8]=[C:7]2[C:3]=1[C:4]([CH:11]([CH3:14])[C:12]#N)=[CH:5][NH:6]2.[OH-:15].[K+].Cl.C([OH:20])C, predict the reaction product.